Dataset: Merck oncology drug combination screen with 23,052 pairs across 39 cell lines. Task: Regression. Given two drug SMILES strings and cell line genomic features, predict the synergy score measuring deviation from expected non-interaction effect. (1) Drug 1: O=S1(=O)NC2(CN1CC(F)(F)F)C1CCC2Cc2cc(C=CCN3CCC(C(F)(F)F)CC3)ccc2C1. Drug 2: CCC1=CC2CN(C1)Cc1c([nH]c3ccccc13)C(C(=O)OC)(c1cc3c(cc1OC)N(C)C1C(O)(C(=O)OC)C(OC(C)=O)C4(CC)C=CCN5CCC31C54)C2. Cell line: NCIH1650. Synergy scores: synergy=5.05. (2) Drug 1: CS(=O)(=O)CCNCc1ccc(-c2ccc3ncnc(Nc4ccc(OCc5cccc(F)c5)c(Cl)c4)c3c2)o1. Drug 2: NC(=O)c1cccc2cn(-c3ccc(C4CCCNC4)cc3)nc12. Cell line: NCIH460. Synergy scores: synergy=4.82. (3) Drug 1: CN1C(=O)C=CC2(C)C3CCC4(C)C(NC(=O)OCC(F)(F)F)CCC4C3CCC12. Drug 2: CCc1cnn2c(NCc3ccc[n+]([O-])c3)cc(N3CCCCC3CCO)nc12. Cell line: SW620. Synergy scores: synergy=0.981. (4) Drug 1: CS(=O)(=O)CCNCc1ccc(-c2ccc3ncnc(Nc4ccc(OCc5cccc(F)c5)c(Cl)c4)c3c2)o1. Drug 2: CNC(=O)c1cc(Oc2ccc(NC(=O)Nc3ccc(Cl)c(C(F)(F)F)c3)cc2)ccn1. Cell line: SW620. Synergy scores: synergy=11.8.